Dataset: Reaction yield outcomes from USPTO patents with 853,638 reactions. Task: Predict the reaction yield, written as a fraction of the theoretical maximum amount of product (1.0 means a 100% yield; for example, 0.34 means a 34% yield). (1) The reactants are [CH2:1]([N:4]1[CH2:14][CH:13]2[O:15][CH:6]([C:7]3[C:12]2=[CH:11][C:10]([NH2:16])=[CH:9][CH:8]=3)[CH2:5]1)[C:2]#[CH:3].Cl[C:18]1[N:23]=[C:22]([NH:24][C:25]2[CH:34]=[CH:33][CH:32]=[CH:31][C:26]=2[C:27]([NH:29][CH3:30])=[O:28])[C:21]([Cl:35])=[CH:20][N:19]=1.Cl. The catalyst is C(O)(C)C.C([O-])(O)=O.[Na+]. The product is [Cl:35][C:21]1[C:22]([NH:24][C:25]2[CH:34]=[CH:33][CH:32]=[CH:31][C:26]=2[C:27]([NH:29][CH3:30])=[O:28])=[N:23][C:18]([NH:16][C:10]2[CH:11]=[C:12]3[C:7](=[CH:8][CH:9]=2)[CH:6]2[O:15][CH:13]3[CH2:14][N:4]([CH2:1][C:2]#[CH:3])[CH2:5]2)=[N:19][CH:20]=1. The yield is 0.500. (2) The reactants are [Cl-].O[NH3+:3].[C:4](=[O:7])([O-])[OH:5].[Na+].CS(C)=O.[OH:13][C:14]([CH3:52])([CH3:51])[CH2:15][O:16][C:17]1[CH:22]=[CH:21][C:20]([N:23]2[C:28](=[O:29])[C:27]([CH2:30][C:31]3[CH:36]=[CH:35][C:34]([C:37]4[C:38]([C:43]#[N:44])=[CH:39][CH:40]=[CH:41][CH:42]=4)=[CH:33][CH:32]=3)=[C:26]([CH2:45][CH2:46][CH3:47])[N:25]3[N:48]=[CH:49][N:50]=[C:24]23)=[CH:19][CH:18]=1. The catalyst is O.C(OCC)(=O)C. The product is [OH:13][C:14]([CH3:51])([CH3:52])[CH2:15][O:16][C:17]1[CH:22]=[CH:21][C:20]([N:23]2[C:28](=[O:29])[C:27]([CH2:30][C:31]3[CH:36]=[CH:35][C:34]([C:37]4[CH:42]=[CH:41][CH:40]=[CH:39][C:38]=4[C:43]4[NH:3][C:4](=[O:7])[O:5][N:44]=4)=[CH:33][CH:32]=3)=[C:26]([CH2:45][CH2:46][CH3:47])[N:25]3[N:48]=[CH:49][N:50]=[C:24]23)=[CH:19][CH:18]=1. The yield is 0.320. (3) The reactants are [CH2:1]([C:3]1[N:4]([C:28]2[CH:33]=[CH:32][C:31]([OH:34])=[CH:30][CH:29]=2)[C:5](=[O:27])[C:6]([CH2:12][C:13]2[CH:18]=[CH:17][C:16]([C:19]3[C:20]([C:25]#[N:26])=[CH:21][CH:22]=[CH:23][CH:24]=3)=[CH:15][CH:14]=2)=[C:7]([CH2:9][CH2:10][CH3:11])[N:8]=1)[CH3:2].C1(P([C:48]2[CH:53]=CC=CC=2)C2C=CC=CC=2)C=CC=CC=1.[N:55]([C:56]([O:58]C(C)C)=[O:57])=[N:55][C:56]([O:58]C(C)C)=[O:57].[O:68]1[CH2:72][CH2:71][CH2:70][CH2:69]1. The catalyst is C(OCC)(=O)C. The product is [CH2:1]([C:3]1[N:4]([C:28]2[CH:33]=[CH:32][C:31]([O:34][CH2:69][CH:70]3[CH2:48][CH2:53][O:68][CH2:72][CH2:71]3)=[CH:30][CH:29]=2)[C:5](=[O:27])[C:6]([CH2:12][C:13]2[CH:18]=[CH:17][C:16]([C:19]3[CH:24]=[CH:23][CH:22]=[CH:21][C:20]=3[C:25]3[NH:55][C:56](=[O:57])[O:58][N:26]=3)=[CH:15][CH:14]=2)=[C:7]([CH2:9][CH2:10][CH3:11])[N:8]=1)[CH3:2]. The yield is 0.730. (4) The reactants are Br[C:2]1[C:3]([C:13]#[N:14])=[C:4]([N+:10]([O-:12])=[O:11])[CH:5]=[C:6]([O:8][CH3:9])[CH:7]=1.[Cl:15][C:16]1[CH:21]=[CH:20][CH:19]=[CH:18][C:17]=1B(O)O. The catalyst is C1(C)C=CC=CC=1.CCO.C(=O)([O-])[O-].[Na+].[Na+].C1C=CC([P]([Pd]([P](C2C=CC=CC=2)(C2C=CC=CC=2)C2C=CC=CC=2)([P](C2C=CC=CC=2)(C2C=CC=CC=2)C2C=CC=CC=2)[P](C2C=CC=CC=2)(C2C=CC=CC=2)C2C=CC=CC=2)(C2C=CC=CC=2)C2C=CC=CC=2)=CC=1. The product is [Cl:15][C:16]1[CH:21]=[CH:20][CH:19]=[CH:18][C:17]=1[C:2]1[C:3]([C:13]#[N:14])=[C:4]([N+:10]([O-:12])=[O:11])[CH:5]=[C:6]([O:8][CH3:9])[CH:7]=1. The yield is 1.00. (5) The reactants are [C:1]([O:5][C:6]([N:8]([CH2:10][C:11]1[CH:12]=[C:13]([NH:23][C:24]([O:26][CH2:27][CH2:28][C:29]2[CH:34]=[CH:33][C:32](B(O)O)=[CH:31][C:30]=2[CH2:38][CH3:39])=[O:25])[CH:14]=[CH:15][C:16]=1[S:17]([CH:20]([CH3:22])[CH3:21])(=[O:19])=[O:18])[CH3:9])=[O:7])([CH3:4])([CH3:3])[CH3:2].[NH2:40][C:41]1[CH:42]=[C:43]([CH:47]=[CH:48][C:49]=1[F:50])[C:44]([NH2:46])=[O:45].O.[C:52]([OH:56])(=[O:55])[CH:53]=O. No catalyst specified. The product is [C:1]([O:5][C:6]([N:8]([CH2:10][C:11]1[CH:12]=[C:13]([NH:23][C:24]([O:26][CH2:27][CH2:28][C:29]2[CH:34]=[CH:33][C:32]([CH:53]([NH:40][C:41]3[CH:42]=[C:43]([C:44](=[O:45])[NH2:46])[CH:47]=[CH:48][C:49]=3[F:50])[C:52]([OH:56])=[O:55])=[CH:31][C:30]=2[CH2:38][CH3:39])=[O:25])[CH:14]=[CH:15][C:16]=1[S:17]([CH:20]([CH3:22])[CH3:21])(=[O:19])=[O:18])[CH3:9])=[O:7])([CH3:4])([CH3:3])[CH3:2]. The yield is 0.620. (6) The reactants are [C:1]([C:5]1[CH:10]=[C:9](Br)[C:8]([N+:12]([O-:14])=[O:13])=[CH:7][C:6]=1[OH:15])([CH3:4])([CH3:3])[CH3:2].[CH2:16]([O:18][C:19]1[CH:24]=[CH:23][CH:22]=[CH:21][C:20]=1B(O)O)[CH3:17].C(=O)([O-])[O-].[K+].[K+].O. The catalyst is CN(C=O)C.C1C=CC([P]([Pd]([P](C2C=CC=CC=2)(C2C=CC=CC=2)C2C=CC=CC=2)([P](C2C=CC=CC=2)(C2C=CC=CC=2)C2C=CC=CC=2)[P](C2C=CC=CC=2)(C2C=CC=CC=2)C2C=CC=CC=2)(C2C=CC=CC=2)C2C=CC=CC=2)=CC=1. The product is [C:1]([C:5]1[CH:10]=[C:9]([C:20]2[CH:21]=[CH:22][CH:23]=[CH:24][C:19]=2[O:18][CH2:16][CH3:17])[C:8]([N+:12]([O-:14])=[O:13])=[CH:7][C:6]=1[OH:15])([CH3:4])([CH3:3])[CH3:2]. The yield is 0.920.